This data is from Full USPTO retrosynthesis dataset with 1.9M reactions from patents (1976-2016). The task is: Predict the reactants needed to synthesize the given product. (1) Given the product [CH3:1][O:2][C:3]([C:5]1[N:6]=[C:7]([NH2:12])[S:8][C:9]=1[CH:10]=[O:11])=[O:4], predict the reactants needed to synthesize it. The reactants are: [CH3:1][O:2][C:3]([C:5]1[N:6]=[C:7]([NH2:12])[S:8][C:9]=1[CH2:10][OH:11])=[O:4]. (2) Given the product [ClH:33].[ClH:54].[S:1]1[CH:5]=[CH:4][C:3]2[C:6]([N:10]3[CH2:11][CH2:12][N:13]([CH2:16][CH2:17][O:18][CH2:19][CH2:20][O:21][C:22]4[CH:31]=[C:30]5[C:25]([CH2:26][CH2:27][C:28](=[O:32])[NH:29]5)=[CH:24][CH:23]=4)[CH2:14][CH2:15]3)=[CH:7][CH:8]=[CH:9][C:2]1=2, predict the reactants needed to synthesize it. The reactants are: [S:1]1[CH:5]=[CH:4][C:3]2[C:6]([N:10]3[CH2:15][CH2:14][N:13]([CH2:16][CH2:17][O:18][CH2:19][CH2:20][O:21][C:22]4[CH:31]=[C:30]5[C:25]([CH2:26][CH2:27][C:28](=[O:32])[NH:29]5)=[CH:24][CH:23]=4)[CH2:12][CH2:11]3)=[CH:7][CH:8]=[CH:9][C:2]1=2.[Cl:33]CCOCCOC1C=C2C(CCC(=O)N2)=CC=1.C(O)C.[ClH:54]. (3) Given the product [C:51]([O:50][C:48]([N:40]([C:41]([O:43][C:44]([CH3:45])([CH3:46])[CH3:47])=[O:42])[C:36]1[C:37]2[C:32](=[CH:31][C:30]([NH:29][CH:57]([C:23]3[CH:24]=[CH:25][C:20]([CH2:19][CH2:18][O:17][C:15](=[O:16])[NH:14][C:5]4[CH:6]=[CH:7][C:8]([S:9]([CH2:12][CH3:13])(=[O:11])=[O:10])=[C:3]([C:1]#[N:2])[CH:4]=4)=[CH:21][CH:22]=3)[C:56]([OH:60])=[O:59])=[CH:39][CH:38]=2)[CH:33]=[CH:34][N:35]=1)=[O:49])([CH3:54])([CH3:53])[CH3:52], predict the reactants needed to synthesize it. The reactants are: [C:1]([C:3]1[CH:4]=[C:5]([NH:14][C:15]([O:17][CH2:18][CH2:19][C:20]2[CH:25]=[CH:24][C:23](B(O)O)=[CH:22][CH:21]=2)=[O:16])[CH:6]=[CH:7][C:8]=1[S:9]([CH2:12][CH3:13])(=[O:11])=[O:10])#[N:2].[NH2:29][C:30]1[CH:31]=[C:32]2[C:37](=[CH:38][CH:39]=1)[C:36]([N:40]([C:48]([O:50][C:51]([CH3:54])([CH3:53])[CH3:52])=[O:49])[C:41]([O:43][C:44]([CH3:47])([CH3:46])[CH3:45])=[O:42])=[N:35][CH:34]=[CH:33]2.O.[C:56]([OH:60])(=[O:59])[CH:57]=O. (4) The reactants are: [C:1]([C:4]1[CH:13]=[CH:12][C:7]([C:8]([O:10][CH3:11])=[O:9])=[C:6]([N:14]([CH3:16])[CH3:15])[CH:5]=1)(=O)[CH3:2].[CH3:17]C(C)([O-])C.[K+].C(OCC)(=O)C.Cl. Given the product [CH3:15][N:14]([CH3:16])[C:6]1[CH:5]=[C:4]([C:1]([CH3:17])=[CH2:2])[CH:13]=[CH:12][C:7]=1[C:8]([O:10][CH3:11])=[O:9], predict the reactants needed to synthesize it. (5) Given the product [Br:1][C:2]1[N:3]=[C:4]([NH:10][C:11]2[CH:12]=[CH:13][C:14]([C@@H:17]3[C:22](=[O:23])[N:21]([CH3:24])[CH2:20][CH2:19][N:18]3[CH3:25])=[CH:15][CH:16]=2)[C:5](=[O:9])[N:6]([CH3:8])[CH:7]=1, predict the reactants needed to synthesize it. The reactants are: [Br:1][C:2]1[N:3]=[C:4]([NH:10][C:11]2[CH:16]=[CH:15][C:14]([CH:17]3[C:22](=[O:23])[N:21]([CH3:24])[CH2:20][CH2:19][N:18]3[CH3:25])=[CH:13][CH:12]=2)[C:5](=[O:9])[N:6]([CH3:8])[CH:7]=1.CN1CCN(C)C(C2C=CC(N)=CC=2)C1=O. (6) Given the product [Br:1][C:2]1[C:3]([CH3:9])=[C:4]([CH:5]=[CH:6][CH:7]=1)[NH:8][CH2:10][CH2:11][CH3:12], predict the reactants needed to synthesize it. The reactants are: [Br:1][C:2]1[C:3]([CH3:9])=[C:4]([NH2:8])[CH:5]=[CH:6][CH:7]=1.[CH:10](=O)[CH2:11][CH3:12].C(O)(=O)C.C(O[BH-](OC(=O)C)OC(=O)C)(=O)C.[Na+].C(=O)(O)[O-].[Na+].